From a dataset of Reaction yield outcomes from USPTO patents with 853,638 reactions. Predict the reaction yield, written as a fraction of the theoretical maximum amount of product (1.0 means a 100% yield; for example, 0.34 means a 34% yield). (1) The reactants are [Cl:1][C:2]1[CH:3]=[CH:4][C:5]2[C:9]([CH:10]=1)=[N:8][N:7]([CH2:11][C:12]([NH:16][C:17](=[O:29])[C:18]1[CH:23]=[CH:22][C:21]([O:24][C:25]([F:28])([F:27])[F:26])=[CH:20][CH:19]=1)([C:14]#[N:15])[CH3:13])[CH:6]=2.[Cl:30]N1C(=O)CCC1=O. The catalyst is C(#N)C.O. The product is [C:14]([C:12]([NH:16][C:17](=[O:29])[C:18]1[CH:23]=[CH:22][C:21]([O:24][C:25]([F:26])([F:27])[F:28])=[CH:20][CH:19]=1)([CH3:13])[CH2:11][N:7]1[C:6]([Cl:30])=[C:5]2[C:9]([CH:10]=[C:2]([Cl:1])[CH:3]=[CH:4]2)=[N:8]1)#[N:15]. The yield is 0.850. (2) The catalyst is O1CCCC1. The yield is 0.760. The reactants are Br[C:2]1[CH:3]=[CH:4][C:5]([O:17][CH3:18])=[C:6]([CH:16]=1)[CH2:7][O:8][Si](C(C)(C)C)(C)C.C([Li])CCC.[CH3:24][S:25]SC.O.[F-].C([N+](CCCC)(CCCC)CCCC)CCC. The product is [CH3:18][O:17][C:5]1[CH:4]=[CH:3][C:2]([S:25][CH3:24])=[CH:16][C:6]=1[CH2:7][OH:8]. (3) The reactants are Cl.[NH2:2][C:3]1[C:4]([F:13])=[C:5]([CH:10]=[CH:11][CH:12]=1)[C:6]([O:8][CH3:9])=[O:7].N1C=CC=CC=1.[C:20](Cl)(=[O:27])[C:21]1[CH:26]=[CH:25][CH:24]=[CH:23][CH:22]=1. The catalyst is C(Cl)Cl. The product is [C:20]([NH:2][C:3]1[C:4]([F:13])=[C:5]([CH:10]=[CH:11][CH:12]=1)[C:6]([O:8][CH3:9])=[O:7])(=[O:27])[C:21]1[CH:26]=[CH:25][CH:24]=[CH:23][CH:22]=1. The yield is 0.850. (4) The reactants are [CH2:1]([N:8]1[C:16]2[C:11](=[C:12]([C:17]3[CH:22]=[CH:21][C:20]([O:23][C:24]([F:27])([F:26])[F:25])=[CH:19][CH:18]=3)[CH:13]=[CH:14][CH:15]=2)[CH:10]=[CH:9]1)[C:2]1[CH:7]=[CH:6][CH:5]=[CH:4][CH:3]=1.[C:28](Cl)(=[O:32])[C:29](Cl)=[O:30].[CH2:34]([OH:36])[CH3:35]. No catalyst specified. The product is [CH2:1]([N:8]1[C:16]2[C:11](=[C:12]([C:17]3[CH:22]=[CH:21][C:20]([O:23][C:24]([F:27])([F:25])[F:26])=[CH:19][CH:18]=3)[CH:13]=[CH:14][CH:15]=2)[C:10]([C:28](=[O:32])[C:29]([O:36][CH2:34][CH3:35])=[O:30])=[CH:9]1)[C:2]1[CH:3]=[CH:4][CH:5]=[CH:6][CH:7]=1. The yield is 0.550. (5) The reactants are [CH3:1][O:2][C:3]1[CH:8]=[C:7]([O:9][CH3:10])[CH:6]=[C:5]([O:11][CH3:12])[C:4]=1[CH2:13]O.[Br:15][C:16]1[CH:21]=[CH:20][CH:19]=[CH:18][C:17]=1[SH:22].C(O)(C(F)(F)F)=O.C([O-])(O)=O.[Na+]. The catalyst is C(Cl)Cl. The product is [Br:15][C:16]1[CH:21]=[CH:20][CH:19]=[CH:18][C:17]=1[S:22][CH2:13][C:4]1[C:5]([O:11][CH3:12])=[CH:6][C:7]([O:9][CH3:10])=[CH:8][C:3]=1[O:2][CH3:1]. The yield is 0.890. (6) The reactants are [C:1]([C:3]1[CH:26]=[CH:25][CH:24]=[CH:23][C:4]=1[O:5][C:6]1[CH:7]=[N:8][N:9]([CH:13]([CH2:17][CH:18]2[CH2:22][CH2:21][CH2:20][CH2:19]2)[C:14](O)=[O:15])[C:10](=[O:12])[CH:11]=1)#[N:2].[NH2:27][C:28]1[CH:32]=[CH:31][N:30]([CH2:33][C:34]([CH3:37])([OH:36])[CH3:35])[N:29]=1. No catalyst specified. The product is [C:1]([C:3]1[CH:26]=[CH:25][CH:24]=[CH:23][C:4]=1[O:5][C:6]1[CH:7]=[N:8][N:9]([CH:13]([CH2:17][CH:18]2[CH2:19][CH2:20][CH2:21][CH2:22]2)[C:14]([NH:27][C:28]2[CH:32]=[CH:31][N:30]([CH2:33][C:34]([OH:36])([CH3:35])[CH3:37])[N:29]=2)=[O:15])[C:10](=[O:12])[CH:11]=1)#[N:2]. The yield is 0.580. (7) The reactants are CC1(C)C(C)(C)OB([C:9]2[CH:21]=[C:20]3[C:12]([C:13]4[CH:14]=[CH:15][CH:16]=[CH:17][C:18]=4[C:19]3([CH3:23])[CH3:22])=[CH:11][CH:10]=2)O1.Br[C:26]1[CH:31]=[C:30]([O:32][CH3:33])[CH:29]=[CH:28][C:27]=1[C:34]1[CH:39]=[CH:38][CH:37]=[CH:36][CH:35]=1.C([O-])([O-])=O.[Na+].[Na+].CCO. The catalyst is C1C=CC([P]([Pd]([P](C2C=CC=CC=2)(C2C=CC=CC=2)C2C=CC=CC=2)([P](C2C=CC=CC=2)(C2C=CC=CC=2)C2C=CC=CC=2)[P](C2C=CC=CC=2)(C2C=CC=CC=2)C2C=CC=CC=2)(C2C=CC=CC=2)C2C=CC=CC=2)=CC=1.C1(C)C=CC=CC=1. The product is [CH3:33][O:32][C:30]1[CH:29]=[CH:28][C:27]([C:34]2[CH:39]=[CH:38][CH:37]=[CH:36][CH:35]=2)=[C:26]([C:15]2[CH:16]=[CH:17][C:18]3[C:19]([CH3:23])([CH3:22])[C:20]4[C:12]([C:13]=3[CH:14]=2)=[CH:11][CH:10]=[CH:9][CH:21]=4)[CH:31]=1. The yield is 0.720.